Dataset: Catalyst prediction with 721,799 reactions and 888 catalyst types from USPTO. Task: Predict which catalyst facilitates the given reaction. Reactant: [Li]CCCC.Br[C:7]1[CH:12]=[CH:11][C:10]2[O:13][CH2:14][O:15][C:9]=2[CH:8]=1.[CH2:16]([S:18]SCC)[CH3:17].O. Product: [CH2:16]([S:18][C:7]1[CH:12]=[CH:11][C:10]2[O:13][CH2:14][O:15][C:9]=2[CH:8]=1)[CH3:17]. The catalyst class is: 1.